This data is from Full USPTO retrosynthesis dataset with 1.9M reactions from patents (1976-2016). The task is: Predict the reactants needed to synthesize the given product. (1) Given the product [O:7]1[CH:11]=[CH:10][CH:9]=[C:8]1[C:12]1[CH:13]=[C:14]([CH:38]=[CH:39][CH:40]=1)/[CH:15]=[C:16]1\[CH2:17][CH2:18][C:19]2[NH:20][C:21]([C:24]([O:26][CH3:27])=[O:25])=[CH:22][C:23]\1=2, predict the reactants needed to synthesize it. The reactants are: [OH-].[Ba+2].[OH-].B(O)O.[O:7]1[CH:11]=[CH:10][CH:9]=[C:8]1[C:12]1[CH:13]=[C:14]([CH:38]=[CH:39][CH:40]=1)/[CH:15]=[C:16]1\[CH2:17][CH2:18][C:19]2[N:20](S(C3C=CC(C)=CC=3)(=O)=O)[C:21]([C:24]([O:26][CH3:27])=[O:25])=[CH:22][C:23]\1=2. (2) Given the product [CH3:29][C:6]1[CH:5]=[C:4]([CH:9]=[CH:8][C:7]=1[NH:10][C:11]([C:13]1[C:14]([C:19]2[CH:20]=[CH:21][C:22]([C:25]([F:26])([F:27])[F:28])=[CH:23][CH:24]=2)=[CH:15][CH:16]=[CH:17][CH:18]=1)=[O:12])[CH2:3][OH:2], predict the reactants needed to synthesize it. The reactants are: C[O:2][C:3](=O)[C:4]1[CH:9]=[CH:8][C:7]([NH:10][C:11]([C:13]2[C:14]([C:19]3[CH:24]=[CH:23][C:22]([C:25]([F:28])([F:27])[F:26])=[CH:21][CH:20]=3)=[CH:15][CH:16]=[CH:17][CH:18]=2)=[O:12])=[C:6]([CH3:29])[CH:5]=1.[Li+].[BH4-].CO. (3) Given the product [F:16][C:17]1[CH:22]=[C:21]([F:23])[CH:20]=[CH:19][C:18]=1[C:24]1[CH:29]=[CH:28][CH:27]=[C:26]([NH:30][C:13]([C:9]2[NH:10][C:11]3[C:7]([CH:8]=2)=[CH:6][CH:5]=[C:4]([N+:1]([O-:3])=[O:2])[CH:12]=3)=[O:15])[CH:25]=1, predict the reactants needed to synthesize it. The reactants are: [N+:1]([C:4]1[CH:12]=[C:11]2[C:7]([CH:8]=[C:9]([C:13]([OH:15])=O)[NH:10]2)=[CH:6][CH:5]=1)([O-:3])=[O:2].[F:16][C:17]1[CH:22]=[C:21]([F:23])[CH:20]=[CH:19][C:18]=1[C:24]1[CH:29]=[CH:28][CH:27]=[C:26]([NH2:30])[CH:25]=1.C(Cl)CCl.C1C=CC2N(O)N=NC=2C=1.CCN(C(C)C)C(C)C. (4) Given the product [Br:1][C:2]1[CH:3]=[C:4]([CH:10]=[CH:11][CH:12]=1)[C:5]([C:7](=[CH:20][NH:19][C:13]1[CH:18]=[CH:17][CH:16]=[CH:15][CH:14]=1)[C:8]#[N:9])=[O:6], predict the reactants needed to synthesize it. The reactants are: [Br:1][C:2]1[CH:3]=[C:4]([CH:10]=[CH:11][CH:12]=1)[C:5]([CH2:7][C:8]#[N:9])=[O:6].[C:13]1([N:19](C2C=CC=CC=2)[CH:20]=N)[CH:18]=[CH:17][CH:16]=[CH:15][CH:14]=1. (5) Given the product [NH2:4][C@H:3]([C:2]([OH:10])=[O:1])[CH2:5][CH2:7][C:13](=[O:16])[OH:15], predict the reactants needed to synthesize it. The reactants are: [OH:1][CH:2]1[O:10][C@H](CO)[C@@H:7](O)[C@H:5](O)[C@H:3]1[NH2:4].[C:13]([O-:16])([OH:15])=O.[Na+]. (6) The reactants are: [CH3:1][O:2][C:3]1[CH:12]=[C:11]([O:13][CH3:14])[CH:10]=[C:9]2[C:4]=1[CH:5]=[N:6][NH:7][C:8]2=O.P(Cl)(Cl)([Cl:18])=O.[OH-].[Na+]. Given the product [Cl:18][C:8]1[C:9]2[C:4](=[C:3]([O:2][CH3:1])[CH:12]=[C:11]([O:13][CH3:14])[CH:10]=2)[CH:5]=[N:6][N:7]=1, predict the reactants needed to synthesize it.